From a dataset of Forward reaction prediction with 1.9M reactions from USPTO patents (1976-2016). Predict the product of the given reaction. (1) The product is: [Cl:1][C:2]1[CH:7]=[CH:6][C:5]([S:8]([N:11]([C@@H:12]2[CH2:18][CH2:17][CH2:16][CH2:15][CH2:14][C@@H:13]2[CH2:19][OH:20])[CH2:28][C:29]2[CH:30]=[CH:31][C:32]([C:35]3[O:36][CH:37]=[CH:38][N:39]=3)=[CH:33][CH:34]=2)(=[O:9])=[O:10])=[CH:4][CH:3]=1. Given the reactants [Cl:1][C:2]1[CH:7]=[CH:6][C:5]([S:8]([NH:11][C@@H:12]2[CH2:18][CH2:17][CH2:16][CH2:15][CH2:14][C@@H:13]2[CH2:19][OH:20])(=[O:10])=[O:9])=[CH:4][CH:3]=1.C(=O)([O-])[O-].[Cs+].[Cs+].Br[CH2:28][C:29]1[CH:34]=[CH:33][C:32]([C:35]2[O:36][CH:37]=[CH:38][N:39]=2)=[CH:31][CH:30]=1.ClC1C=CC(S(N(CC2C=CC(C#N)=CC=2)[C@@H]2CCCCC[C@H]2CO)(=O)=O)=CC=1, predict the reaction product. (2) Given the reactants [CH3:1][O:2][C:3]1[CH:4]=[C:5]([C:9]2[CH:17]=[C:16]3[C:12]([CH2:13][C:14](=[O:18])[NH:15]3)=[CH:11][CH:10]=2)[CH:6]=[CH:7][CH:8]=1.[O:19]=[C:20]1[C:25]2=[CH:26][NH:27][C:28]([CH:29]=O)=[C:24]2[CH2:23][CH2:22][O:21]1, predict the reaction product. The product is: [CH3:1][O:2][C:3]1[CH:4]=[C:5]([C:9]2[CH:17]=[C:16]3[C:12]([C:13](=[CH:29][C:28]4[NH:27][CH:26]=[C:25]5[C:20](=[O:19])[O:21][CH2:22][CH2:23][C:24]=45)[C:14](=[O:18])[NH:15]3)=[CH:11][CH:10]=2)[CH:6]=[CH:7][CH:8]=1. (3) Given the reactants [F:1][CH:2]([F:27])[O:3][C:4]1[CH:9]=[CH:8][C:7]([C:10]2[O:11][CH:12]=[C:13]([CH2:15][CH2:16][C:17]([C:19]3[C:24]([CH3:25])=[CH:23][CH:22]=[CH:21][N:20]=3)=[O:18])[N:14]=2)=[CH:6][C:5]=1[OH:26].N12CCCN=C1CC[CH2:31][CH2:30][CH2:29]2.BrCCC.O, predict the reaction product. The product is: [F:27][CH:2]([F:1])[O:3][C:4]1[CH:9]=[CH:8][C:7]([C:10]2[O:11][CH:12]=[C:13]([CH2:15][CH2:16][C:17]([C:19]3[C:24]([CH3:25])=[CH:23][CH:22]=[CH:21][N:20]=3)=[O:18])[N:14]=2)=[CH:6][C:5]=1[O:26][CH2:29][CH2:30][CH3:31]. (4) The product is: [C:22]([CH2:23][CH2:24][N:3]1[C:11]2[C:6](=[CH:7][CH:8]=[C:9]([C:12]([O:14][CH2:15][CH3:16])=[O:13])[CH:10]=2)[CH:5]=[C:4]1[C:17]([O:19][CH2:20][CH3:21])=[O:18])#[N:25]. Given the reactants CO.[NH:3]1[C:11]2[C:6](=[CH:7][CH:8]=[C:9]([C:12]([O:14][CH2:15][CH3:16])=[O:13])[CH:10]=2)[CH:5]=[C:4]1[C:17]([O:19][CH2:20][CH3:21])=[O:18].[C:22](#[N:25])[CH:23]=[CH2:24].O, predict the reaction product. (5) Given the reactants Br[C:2]1[CH:3]=[C:4]([CH2:11][CH3:12])[C:5]([O:9][CH3:10])=[C:6]([Cl:8])[CH:7]=1.[CH:13]1([CH:18]([OH:21])[CH:19]=[CH2:20])[CH2:17][CH2:16][CH2:15][CH2:14]1.C(=O)(O)[O-].[Na+], predict the reaction product. The product is: [Cl:8][C:6]1[CH:7]=[C:2]([CH2:20][CH2:19][C:18]([CH:13]2[CH2:17][CH2:16][CH2:15][CH2:14]2)=[O:21])[CH:3]=[C:4]([CH2:11][CH3:12])[C:5]=1[O:9][CH3:10]. (6) Given the reactants CCN(C(C)C)C(C)C.C1C=CC2N(O)N=NC=2C=1.[C:20]([NH:23][C@H:24]([C:27]([OH:29])=O)[CH2:25][OH:26])(=[O:22])[CH3:21].CCN=C=NCCCN(C)C.Cl.[Cl:42][C:43]1[CH:44]=[C:45]2[C:49](=[CH:50][CH:51]=1)[NH:48][C:47]([C:52]([NH:54][C@@H:55]1[CH2:63][C:62]3[C:57](=[CH:58][CH:59]=[CH:60][CH:61]=3)[C@H:56]1[NH:64][CH3:65])=[O:53])=[CH:46]2.C(O)(C(F)(F)F)=O, predict the reaction product. The product is: [C:20]([NH:23][C@H:24]([C:27]([N:64]([CH3:65])[C@@H:56]1[C:57]2[C:62](=[CH:61][CH:60]=[CH:59][CH:58]=2)[CH2:63][C@H:55]1[NH:54][C:52]([C:47]1[NH:48][C:49]2[C:45]([CH:46]=1)=[CH:44][C:43]([Cl:42])=[CH:51][CH:50]=2)=[O:53])=[O:29])[CH2:25][OH:26])(=[O:22])[CH3:21].